This data is from Reaction yield outcomes from USPTO patents with 853,638 reactions. The task is: Predict the reaction yield, written as a fraction of the theoretical maximum amount of product (1.0 means a 100% yield; for example, 0.34 means a 34% yield). The reactants are [C:14]1(P([C:14]2[CH:19]=[CH:18][CH:17]=[CH:16][CH:15]=2)[C:14]2[CH:19]=[CH:18][CH:17]=[CH:16][CH:15]=2)[CH:19]=[CH:18][CH:17]=[CH:16][CH:15]=1.[Br:20][CH2:21][CH2:22]O.[N:24]([C:31](OCC)=[O:32])=[N:25][C:26](OCC)=O. The catalyst is C1COCC1. The product is [Br:20][CH2:21][CH2:22][C:26]1[C:15]2[C:14](=[CH:19][CH:18]=[CH:17][CH:16]=2)[C:31](=[O:32])[NH:24][N:25]=1. The yield is 0.810.